From a dataset of Catalyst prediction with 721,799 reactions and 888 catalyst types from USPTO. Predict which catalyst facilitates the given reaction. (1) Reactant: [CH3:1][N:2]1[C:6]([CH2:7][OH:8])=[CH:5][C:4]([CH3:9])=[N:3]1.C(=O)(O)[O-].[Na+].[Br:15]Br. Product: [Br:15][C:5]1[C:4]([CH3:9])=[N:3][N:2]([CH3:1])[C:6]=1[CH2:7][OH:8]. The catalyst class is: 8. (2) Reactant: C(OC([NH:11][C:12]1[CH:17]=[CH:16][C:15]([C:18]2[CH2:23][CH2:22][N:21]([C:24]([O:26][C:27]([CH3:30])([CH3:29])[CH3:28])=[O:25])[CH2:20][CH:19]=2)=[CH:14][C:13]=1[CH3:31])=O)C1C=CC=CC=1. Product: [NH2:11][C:12]1[CH:17]=[CH:16][C:15]([CH:18]2[CH2:19][CH2:20][N:21]([C:24]([O:26][C:27]([CH3:29])([CH3:28])[CH3:30])=[O:25])[CH2:22][CH2:23]2)=[CH:14][C:13]=1[CH3:31]. The catalyst class is: 19. (3) Reactant: B(Br)(Br)Br.[CH3:5][O:6][C:7](=[O:42])[C:8]1[CH:13]=[C:12]([C:14](=[O:30])[C:15]2[CH:20]=[CH:19][C:18]([N:21]([C:23]3[CH:28]=[CH:27][C:26]([Cl:29])=[CH:25][CH:24]=3)[CH3:22])=[CH:17][N:16]=2)[CH:11]=[CH:10][C:9]=1[C:31](=[O:41])[C:32]1[CH:37]=[CH:36][CH:35]=[C:34](C(Cl)Cl)[CH:33]=1.C[OH:44]. Product: [CH3:5][O:6][C:7](=[O:42])[C:8]1[CH:13]=[C:12]([C:14](=[O:30])[C:15]2[CH:20]=[CH:19][C:18]([N:21]([C:23]3[CH:24]=[CH:25][C:26]([Cl:29])=[CH:27][CH:28]=3)[CH3:22])=[CH:17][N:16]=2)[CH:11]=[CH:10][C:9]=1[C:31](=[O:41])[C:32]1[CH:37]=[CH:36][CH:35]=[C:34]([OH:44])[CH:33]=1. The catalyst class is: 2. (4) Reactant: C[O:2][C:3]1[CH:4]=[C:5]2[C:10](=[CH:11][CH:12]=1)[C:9](=[O:13])[N:8]([C@H:14]1[CH2:23][CH2:22][C:21]3[C:16](=[CH:17][CH:18]=[C:19]([CH2:24][N:25]4[CH2:30][CH2:29][CH:28]([O:31][CH3:32])[CH2:27][CH2:26]4)[CH:20]=3)[CH2:15]1)[CH2:7][CH2:6]2.C1(S)C=CC=CC=1.C(=O)([O-])[O-].[K+].[K+]. Product: [OH:2][C:3]1[CH:4]=[C:5]2[C:10](=[CH:11][CH:12]=1)[C:9](=[O:13])[N:8]([C@H:14]1[CH2:23][CH2:22][C:21]3[C:16](=[CH:17][CH:18]=[C:19]([CH2:24][N:25]4[CH2:26][CH2:27][CH:28]([O:31][CH3:32])[CH2:29][CH2:30]4)[CH:20]=3)[CH2:15]1)[CH2:7][CH2:6]2. The catalyst class is: 37. (5) Reactant: [Cl:1][CH2:2][C:3](=O)[CH2:4][C:5]([O:7][CH2:8][CH3:9])=[O:6].[C:11]1([CH:18]=CC=[C:14](O)[CH:13]=1)[OH:12]. Product: [Cl:1][CH2:2][C:3]1[C:9]2[C:8](=[CH:18][C:11]([OH:12])=[CH:13][CH:14]=2)[O:7][C:5](=[O:6])[CH:4]=1. The catalyst class is: 82.